Dataset: TCR-epitope binding with 47,182 pairs between 192 epitopes and 23,139 TCRs. Task: Binary Classification. Given a T-cell receptor sequence (or CDR3 region) and an epitope sequence, predict whether binding occurs between them. (1) The epitope is ITEEVGHTDLMAAY. The TCR CDR3 sequence is CASSPRNSPLHF. Result: 1 (the TCR binds to the epitope). (2) The epitope is TLIGDCATV. The TCR CDR3 sequence is CASSLVSSSYNEQFF. Result: 1 (the TCR binds to the epitope). (3) The epitope is AYAQKIFKI. The TCR CDR3 sequence is CASSPGREGYNEQFF. Result: 1 (the TCR binds to the epitope). (4) The epitope is FVDGVPFVV. The TCR CDR3 sequence is CASSQEGRGRYEQYF. Result: 1 (the TCR binds to the epitope). (5) The epitope is ISDYDYYRY. The TCR CDR3 sequence is CASSFGTGGWSKAFF. Result: 1 (the TCR binds to the epitope). (6) The epitope is LPPIVAKEI. The TCR CDR3 sequence is CTSSQVGGPDTQYF. Result: 0 (the TCR does not bind to the epitope).